Dataset: Reaction yield outcomes from USPTO patents with 853,638 reactions. Task: Predict the reaction yield, written as a fraction of the theoretical maximum amount of product (1.0 means a 100% yield; for example, 0.34 means a 34% yield). (1) The reactants are [CH3:1][C:2]1[NH:10][C:5]2=[N:6][CH:7]=[CH:8][CH:9]=[C:4]2[C:3]=1[C:11]([O:13][C:14]([CH3:17])([CH3:16])[CH3:15])=[O:12].C([O-])([O-])=O.[Cs+].[Cs+].[I-].[K+].Cl[CH:27]([CH3:31])[C:28](=[O:30])[CH3:29]. The product is [CH3:1][C:2]1[N:10]([CH:27]([C:28](=[O:30])[CH3:29])[CH3:31])[C:5]2=[N:6][CH:7]=[CH:8][CH:9]=[C:4]2[C:3]=1[C:11]([O:13][C:14]([CH3:17])([CH3:16])[CH3:15])=[O:12]. The yield is 0.500. The catalyst is CC#N. (2) The reactants are O1CCOCC1.Br[C:8]1[CH:9]=[CH:10][C:11]2[N:12]([C:14]([C:18]3[N:23]=[C:22]([CH3:24])[N:21]=[C:20]([NH2:25])[N:19]=3)=[C:15]([Cl:17])[N:16]=2)[CH:13]=1.[F:26][C:27]1[CH:32]=[CH:31][CH:30]=[CH:29][C:28]=1B(O)O.C(O)(O)=O. The catalyst is O. The product is [Cl:17][C:15]1[N:16]=[C:11]2[CH:10]=[CH:9][C:8]([C:28]3[CH:29]=[CH:30][CH:31]=[CH:32][C:27]=3[F:26])=[CH:13][N:12]2[C:14]=1[C:18]1[N:23]=[C:22]([CH3:24])[N:21]=[C:20]([NH2:25])[N:19]=1. The yield is 1.06. (3) The reactants are F[C:2]1[CH:7]=[CH:6][CH:5]=[CH:4][C:3]=1[N+:8]([O-:10])=[O:9].[OH:11][C:12]1[CH:13]=[C:14]([CH:17]=[CH:18][CH:19]=1)[C:15]#[N:16].C([O-])([O-])=O.[K+].[K+]. The catalyst is CN(C=O)C.CCOC(C)=O. The product is [N+:8]([C:3]1[CH:4]=[CH:5][CH:6]=[CH:7][C:2]=1[O:11][C:12]1[CH:13]=[C:14]([CH:17]=[CH:18][CH:19]=1)[C:15]#[N:16])([O-:10])=[O:9]. The yield is 0.990. (4) The reactants are [Br:1][C:2]1[CH:3]=[C:4]([NH2:10])[C:5]([O:8][CH3:9])=[N:6][CH:7]=1.[F:11][C:12]1[CH:17]=[C:16]([F:18])[CH:15]=[CH:14][C:13]=1[S:19](Cl)(=[O:21])=[O:20]. The catalyst is N1C=CC=CC=1. The product is [Br:1][C:2]1[CH:3]=[C:4]([NH:10][S:19]([C:13]2[CH:14]=[CH:15][C:16]([F:18])=[CH:17][C:12]=2[F:11])(=[O:21])=[O:20])[C:5]([O:8][CH3:9])=[N:6][CH:7]=1. The yield is 0.317. (5) The reactants are [CH3:1][O:2][C:3]1[CH:4]=[C:5]([CH:11]2[CH2:16][CH:15]([C:17]([F:20])([F:19])[F:18])[N:14]3[N:21]=[C:22]([C:24](O)=[O:25])[CH:23]=[C:13]3[NH:12]2)[CH:6]=[CH:7][C:8]=1[O:9][CH3:10].[N:27]1([C:33]([O:35][C:36]([CH3:39])([CH3:38])[CH3:37])=[O:34])[CH2:32][CH2:31][NH:30][CH2:29][CH2:28]1.CN(C(ON1N=NC2C=CC=NC1=2)=[N+](C)C)C.F[P-](F)(F)(F)(F)F.C(N(CC)C(C)C)(C)C.CN(C=O)C. The catalyst is C(OCC)(=O)C. The product is [CH3:1][O:2][C:3]1[CH:4]=[C:5]([CH:11]2[CH2:16][CH:15]([C:17]([F:18])([F:20])[F:19])[N:14]3[N:21]=[C:22]([C:24]([N:30]4[CH2:29][CH2:28][N:27]([C:33]([O:35][C:36]([CH3:39])([CH3:38])[CH3:37])=[O:34])[CH2:32][CH2:31]4)=[O:25])[CH:23]=[C:13]3[NH:12]2)[CH:6]=[CH:7][C:8]=1[O:9][CH3:10]. The yield is 0.523. (6) The reactants are [Br:1][C:2]1[CH:7]=[C:6]([F:8])[CH:5]=[CH:4][C:3]=1[CH:9]1[C:14]([C:15]([O:17][CH2:18][CH3:19])=[O:16])=[C:13]([CH3:20])[NH:12][C:11]([C:21]2[S:22][C:23]([C:26]([F:29])([F:28])[F:27])=[CH:24][N:25]=2)=[N:10]1.C1C(=O)N([Br:37])C(=O)C1. The catalyst is C(Cl)Cl. The product is [Br:1][C:2]1[CH:7]=[C:6]([F:8])[CH:5]=[CH:4][C:3]=1[CH:9]1[C:14]([C:15]([O:17][CH2:18][CH3:19])=[O:16])=[C:13]([CH2:20][Br:37])[NH:12][C:11]([C:21]2[S:22][C:23]([C:26]([F:29])([F:28])[F:27])=[CH:24][N:25]=2)=[N:10]1. The yield is 0.720. (7) The reactants are [CH:1]([C:4]1[C:5]([CH2:10][OH:11])=[N:6][CH:7]=[CH:8][CH:9]=1)([CH3:3])[CH3:2]. The catalyst is C(Cl)Cl.O=[Mn]=O. The product is [CH:1]([C:4]1[C:5]([CH:10]=[O:11])=[N:6][CH:7]=[CH:8][CH:9]=1)([CH3:3])[CH3:2]. The yield is 0.610.